This data is from Peptide-MHC class I binding affinity with 185,985 pairs from IEDB/IMGT. The task is: Regression. Given a peptide amino acid sequence and an MHC pseudo amino acid sequence, predict their binding affinity value. This is MHC class I binding data. (1) The peptide sequence is YTGDFDSVI. The MHC is HLA-A02:01 with pseudo-sequence HLA-A02:01. The binding affinity (normalized) is 0.325. (2) The peptide sequence is ALSLIIVSV. The MHC is H-2-Kb with pseudo-sequence H-2-Kb. The binding affinity (normalized) is 0.0222. (3) The peptide sequence is WAQDAAMY. The MHC is HLA-B27:05 with pseudo-sequence HLA-B27:05. The binding affinity (normalized) is 0. (4) The peptide sequence is IPSRYLSSW. The MHC is Mamu-B17 with pseudo-sequence Mamu-B17. The binding affinity (normalized) is 0.717.